From a dataset of Catalyst prediction with 721,799 reactions and 888 catalyst types from USPTO. Predict which catalyst facilitates the given reaction. (1) Reactant: [CH:1]1([CH:7]=[O:8])[CH2:6][CH2:5][CH2:4][CH2:3][CH2:2]1.[CH2:9](O)[CH:10]=[CH2:11].C1C=CC=CC=1.O.C1(C)C=CC(S(O)(=O)=O)=CC=1. Product: [CH2:11]([C:1]1([CH:7]=[O:8])[CH2:6][CH2:5][CH2:4][CH2:3][CH2:2]1)[CH:10]=[CH2:9]. The catalyst class is: 6. (2) Reactant: [CH3:1][C:2]1[CH:7]=[CH:6][C:5]([NH:8][C:9]2[S:10][CH:11]=[CH:12][N:13]=2)=[CH:4][C:3]=1[OH:14].[C:15]([O-])([O-])=O.[Cs+].[Cs+].[O:21]1[CH:25]=[CH:24][CH:23]=[C:22]1CBr.CCOCC. Product: [O:21]1[CH:25]=[CH:24][C:23]([CH2:15][O:14][C:3]2[CH:4]=[C:5]([NH:8][C:9]3[S:10][CH:11]=[CH:12][N:13]=3)[CH:6]=[CH:7][C:2]=2[CH3:1])=[CH:22]1. The catalyst class is: 21. (3) Reactant: [CH2:1]([N:8]1[C:12]2=[C:13]([N:18]3[CH2:27][CH2:26][C:25]4[C:20](=[CH:21][CH:22]=[CH:23][CH:24]=4)[CH2:19]3)[N:14]=[C:15]([Cl:17])[CH:16]=[C:11]2[C:10]([CH3:28])=[C:9]1[CH3:29])[C:2]1[CH:7]=[CH:6][CH:5]=[CH:4][CH:3]=1.[C:30]1(P(C2C=CC=CC=2)C2C=CC=CC=2)C=CC=C[CH:31]=1.C#C.C[SiH](C)C.C(N(CC)CC)C. Product: [ClH:17].[CH2:1]([N:8]1[C:12]2=[C:13]([N:18]3[CH2:27][CH2:26][C:25]4[C:20](=[CH:21][CH:22]=[CH:23][CH:24]=4)[CH2:19]3)[N:14]=[C:15]([C:30]#[CH:31])[CH:16]=[C:11]2[C:10]([CH3:28])=[C:9]1[CH3:29])[C:2]1[CH:7]=[CH:6][CH:5]=[CH:4][CH:3]=1. The catalyst class is: 590. (4) Reactant: [Br:1][C:2]1[CH:7]=[C:6]([CH3:8])[CH:5]=[C:4]([F:9])[C:3]=1[C:10]([OH:13])([CH3:12])[CH3:11].C(N(C(C)C)CC)(C)C.Cl[CH2:24][O:25][CH3:26]. Product: [Br:1][C:2]1[CH:7]=[C:6]([CH3:8])[CH:5]=[C:4]([F:9])[C:3]=1[C:10]([O:13][CH2:24][O:25][CH3:26])([CH3:11])[CH3:12]. The catalyst class is: 2. (5) Reactant: O1CCCCC1[O:7][NH:8][C:9]([C:11]1([S:21]([C:24]2[CH:29]=[CH:28][C:27]([C:30]3[CH:35]=[CH:34][C:33]([CH2:36][CH2:37][CH2:38][C:39]([F:42])([F:41])[F:40])=[CH:32][CH:31]=3)=[CH:26][CH:25]=2)(=[O:23])=[O:22])[CH2:16][CH2:15][N:14]([CH2:17][CH2:18][O:19][CH3:20])[CH2:13][CH2:12]1)=[O:10].[ClH:43]. Product: [ClH:43].[OH:7][NH:8][C:9]([C:11]1([S:21]([C:24]2[CH:29]=[CH:28][C:27]([C:30]3[CH:31]=[CH:32][C:33]([CH2:36][CH2:37][CH2:38][C:39]([F:42])([F:40])[F:41])=[CH:34][CH:35]=3)=[CH:26][CH:25]=2)(=[O:23])=[O:22])[CH2:12][CH2:13][N:14]([CH2:17][CH2:18][O:19][CH3:20])[CH2:15][CH2:16]1)=[O:10]. The catalyst class is: 71. (6) Reactant: [C:1]([C:3]1[CH:13]=[CH:12][C:6]([O:7][CH2:8][C:9](O)=O)=[CH:5][CH:4]=1)#[N:2].[NH2:14][C:15]1[C:20]([NH:21][CH3:22])=[CH:19][CH:18]=[C:17]([CH3:23])[N:16]=1. Product: [CH3:22][N:21]1[C:20]2[C:15](=[N:16][C:17]([CH3:23])=[CH:18][CH:19]=2)[N:14]=[C:9]1[CH2:8][O:7][C:6]1[CH:12]=[CH:13][C:3]([C:1]#[N:2])=[CH:4][CH:5]=1. The catalyst class is: 7. (7) Reactant: [C:1](#[N:3])[CH3:2].CC([O-])(CC)C.[K+].C1(C)C=CC=CC=1.[O:18]1[CH2:23][CH2:22][CH:21]([C:24](OC)=O)[CH2:20][CH2:19]1.Cl.[C:29]1([CH3:37])[CH:34]=[CH:33][C:32]([NH:35][NH2:36])=[CH:31][CH:30]=1.Cl. Product: [O:18]1[CH2:23][CH2:22][CH:21]([C:24]2[CH:2]=[C:1]([NH2:3])[N:35]([C:32]3[CH:33]=[CH:34][C:29]([CH3:37])=[CH:30][CH:31]=3)[N:36]=2)[CH2:20][CH2:19]1. The catalyst class is: 1. (8) Reactant: [Br:1][C:2]1[CH:7]=[C:6]([Cl:8])[CH:5]=[CH:4][C:3]=1[CH3:9].CC(N=NC(C#N)(C)C)(C#N)C.C1C(=O)N([Br:29])C(=O)C1. Product: [Br:1][C:2]1[CH:7]=[C:6]([Cl:8])[CH:5]=[CH:4][C:3]=1[CH2:9][Br:29]. The catalyst class is: 53. (9) Reactant: [Br:1][C:2]1[C:7]([NH:8]C(=O)OC(C)(C)C)=[C:6]([F:16])[C:5]([C:17]([F:20])([F:19])[F:18])=[CH:4][CH:3]=1.FC(F)(F)C(O)=O. Product: [Br:1][C:2]1[C:7]([NH2:8])=[C:6]([F:16])[C:5]([C:17]([F:20])([F:18])[F:19])=[CH:4][CH:3]=1. The catalyst class is: 2. (10) Reactant: O.[ClH:2].[OH:3][C:4]([C:34]1[CH:39]=[CH:38][CH:37]=[CH:36][CH:35]=1)([C:28]1[CH:33]=[CH:32][CH:31]=[CH:30][CH:29]=1)[CH:5]1[CH2:10][CH2:9][N:8]([CH2:11][CH2:12][CH2:13][CH:14]([C:16]2[CH:21]=[CH:20][C:19]([C:22]([CH3:27])([CH3:26])[C:23]([OH:25])=[O:24])=[CH:18][CH:17]=2)[OH:15])[CH2:7][CH2:6]1.O.O.Cl.CC(C)(C1C=CC=CC=1)C(O)=O. Product: [ClH:2].[OH:3][C:4]([C:34]1[CH:35]=[CH:36][CH:37]=[CH:38][CH:39]=1)([C:28]1[CH:29]=[CH:30][CH:31]=[CH:32][CH:33]=1)[CH:5]1[CH2:10][CH2:9][N:8]([CH2:11][CH2:12][CH2:13][CH:14]([C:16]2[CH:21]=[CH:20][C:19]([C:22]([CH3:27])([CH3:26])[C:23]([OH:25])=[O:24])=[CH:18][CH:17]=2)[OH:15])[CH2:7][CH2:6]1. The catalyst class is: 311.